From a dataset of Reaction yield outcomes from USPTO patents with 853,638 reactions. Predict the reaction yield, written as a fraction of the theoretical maximum amount of product (1.0 means a 100% yield; for example, 0.34 means a 34% yield). (1) The reactants are [F:1][C:2]1[CH:7]=[CH:6][C:5]([S:8]([N:11]([CH3:30])[C@H:12]2[CH2:29][N:16]3[C:17]4[C:22]([C:23]([CH2:24][C:25]([O:27][CH3:28])=[O:26])=[C:15]3[CH:14]=[CH:13]2)=[CH:21][CH:20]=[CH:19][CH:18]=4)(=[O:10])=[O:9])=[CH:4][CH:3]=1. The catalyst is CCOC(C)=O.[Pd]. The product is [F:1][C:2]1[CH:7]=[CH:6][C:5]([S:8]([N:11]([CH3:30])[C@H:12]2[CH2:29][N:16]3[C:17]4[C:22]([C:23]([CH2:24][C:25]([O:27][CH3:28])=[O:26])=[C:15]3[CH2:14][CH2:13]2)=[CH:21][CH:20]=[CH:19][CH:18]=4)(=[O:9])=[O:10])=[CH:4][CH:3]=1. The yield is 0.910. (2) The reactants are [CH3:1][O:2][C:3]1[CH:15]=[CH:14][C:6]([CH2:7][NH:8][C:9]2[S:10][CH:11]=[N:12][N:13]=2)=[CH:5][CH:4]=1.C[Si]([N-][Si](C)(C)C)(C)C.[Li+].[Cl:26][C:27]1[C:36]2[C:31](=[CH:32][C:33]([S:37](OC3C(F)=C(F)C(F)=C(F)C=3F)(=[O:39])=[O:38])=[CH:34][CH:35]=2)[C:30](=[O:52])[NH:29][N:28]=1. The catalyst is O1CCCC1. The product is [Cl:26][C:27]1[C:36]2[C:31](=[CH:32][C:33]([S:37]([N:8]([CH2:7][C:6]3[CH:5]=[CH:4][C:3]([O:2][CH3:1])=[CH:15][CH:14]=3)[C:9]3[S:10][CH:11]=[N:12][N:13]=3)(=[O:38])=[O:39])=[CH:34][CH:35]=2)[C:30](=[O:52])[NH:29][N:28]=1. The yield is 0.398.